This data is from Reaction yield outcomes from USPTO patents with 853,638 reactions. The task is: Predict the reaction yield, written as a fraction of the theoretical maximum amount of product (1.0 means a 100% yield; for example, 0.34 means a 34% yield). (1) The reactants are [C:1]([CH2:9][C:10]([O:12]CC)=O)(=O)[C:2]1[CH:7]=[CH:6][CH:5]=[CH:4][CH:3]=1.C(=O)(O)O.[NH2:19][C:20]([NH2:22])=[NH:21]. The catalyst is C(O)C. The product is [NH2:21][C:20]1[NH:22][C:10](=[O:12])[CH:9]=[C:1]([C:2]2[CH:7]=[CH:6][CH:5]=[CH:4][CH:3]=2)[N:19]=1. The yield is 0.530. (2) The reactants are [OH-].[K+].[CH2:3]([C:10]1[N:15]=[N:14][C:13]([N:16]2[CH2:21][CH2:20][N:19]([C:22]3[CH:27]=[N:26][C:25]([C:28](=[O:30])[CH3:29])=[CH:24][N:23]=3)[C@H:18]([CH3:31])[CH2:17]2)=[C:12]([CH3:32])[C:11]=1[CH3:33])[C:4]1[CH:9]=[CH:8][CH:7]=[CH:6][CH:5]=1.C(O)(=[O:36])C.C(O)(=O)C.IC1C=CC=CC=1.Cl.C([O-])(O)=O.[Na+]. The yield is 0.580. The product is [CH2:3]([C:10]1[N:15]=[N:14][C:13]([N:16]2[CH2:21][CH2:20][N:19]([C:22]3[CH:27]=[N:26][C:25]([C:28](=[O:30])[CH2:29][OH:36])=[CH:24][N:23]=3)[C@H:18]([CH3:31])[CH2:17]2)=[C:12]([CH3:32])[C:11]=1[CH3:33])[C:4]1[CH:9]=[CH:8][CH:7]=[CH:6][CH:5]=1. The catalyst is CO.O. (3) The reactants are [NH2:1][C:2]1[C:17]2[CH2:16][CH:15]=[CH:14][CH2:13][CH2:12][C:11]3[CH:18]=[C:19]([CH3:24])[N:20]=[C:21]([O:22][CH3:23])[C:10]=3[CH2:9][NH:8][C:7](=[O:25])[C:6]=2[CH:5]=[CH:4][CH:3]=1.[CH3:26][N:27]([CH:35]1[CH2:40][CH2:39][C:38](=O)[CH2:37][CH2:36]1)[C:28](=[O:34])[O:29][C:30]([CH3:33])([CH3:32])[CH3:31].[CH3:42][C:43](O)=O.[BH-](OC(C)=O)(OC(C)=O)OC(C)=O.[Na+].C(=O)C.C([O-])(O)=O.[Na+]. The catalyst is ClCCCl.CC(O)=O.C(Cl)Cl.[Cl-].[Zn+2].[Cl-].O. The product is [C:30]([O:29][C:28](=[O:34])[N:27]([CH:35]1[CH2:40][CH2:39][CH:38]([N:1]([CH2:42][CH3:43])[C:2]2[C:17]3[CH2:16][CH:15]=[CH:14][CH2:13][CH2:12][C:11]4[CH:18]=[C:19]([CH3:24])[N:20]=[C:21]([O:22][CH3:23])[C:10]=4[CH2:9][NH:8][C:7](=[O:25])[C:6]=3[CH:5]=[CH:4][CH:3]=2)[CH2:37][CH2:36]1)[CH3:26])([CH3:33])([CH3:32])[CH3:31]. The yield is 0.688. (4) The reactants are [NH2:1][C:2]1[S:3][C:4]2[C:9]([N:10]([CH3:17])[C@H:11]([CH2:14][CH2:15][CH3:16])[CH2:12][OH:13])=[N:8][C:7]([S:18]CC3C=CC=CC=3)=[N:6][C:5]=2[N:26]=1.[Na]. The catalyst is N. The product is [NH2:1][C:2]1[S:3][C:4]2[C:9]([N:10]([CH3:17])[C@H:11]([CH2:14][CH2:15][CH3:16])[CH2:12][OH:13])=[N:8][C:7]([SH:18])=[N:6][C:5]=2[N:26]=1. The yield is 0.810.